This data is from Catalyst prediction with 721,799 reactions and 888 catalyst types from USPTO. The task is: Predict which catalyst facilitates the given reaction. (1) Reactant: [CH3:1][O:2][C:3]1[CH:4]=[C:5]2[C:10](=[CH:11][C:12]=1[O:13][CH3:14])[N:9]=[CH:8][CH:7]=[C:6]2[O:15][C:16]1[CH:22]=[CH:21][C:19]([NH2:20])=[CH:18][CH:17]=1.Cl[C:24](Cl)([O:26][C:27](=[O:33])OC(Cl)(Cl)Cl)Cl.[C:35]([C:39]1[CH:44]=[CH:43]C(O)=[CH:41][CH:40]=1)([CH3:38])([CH3:37])[CH3:36].C(=O)(O)[O-].[Na+]. Product: [CH3:1][O:2][C:3]1[CH:4]=[C:5]2[C:10](=[CH:11][C:12]=1[O:13][CH3:14])[N:9]=[CH:8][CH:7]=[C:6]2[O:15][C:16]1[CH:22]=[CH:21][C:19]([NH:20][C:27](=[O:33])[O:26][C:24]2[CH:43]=[CH:44][C:39]([C:35]([CH3:38])([CH3:37])[CH3:36])=[CH:40][CH:41]=2)=[CH:18][CH:17]=1. The catalyst class is: 208. (2) Reactant: Cl[C:2]1[CH:7]=[N:6][CH:5]=[CH:4][N:3]=1.C([O-])([O-])=O.[Na+].[Na+].[CH:14]([C:16]1[CH:21]=[CH:20][CH:19]=[CH:18][C:17]=1B(O)O)=[O:15]. Product: [N:3]1[CH:4]=[CH:5][N:6]=[CH:7][C:2]=1[C:17]1[CH:18]=[CH:19][CH:20]=[CH:21][C:16]=1[CH:14]=[O:15]. The catalyst class is: 108.